Dataset: Catalyst prediction with 721,799 reactions and 888 catalyst types from USPTO. Task: Predict which catalyst facilitates the given reaction. Reactant: [F:1][C:2]1[CH:10]=[CH:9][CH:8]=[C:7]2[C:3]=1[C:4]([I:11])=[N:5][NH:6]2.[CH2:12]1[CH2:17][O:16][CH:15]=[CH:14][CH2:13]1.CC1C=CC(S(O)(=O)=O)=CC=1.O. Product: [F:1][C:2]1[CH:10]=[CH:9][CH:8]=[C:7]2[C:3]=1[C:4]([I:11])=[N:5][N:6]2[CH:15]1[CH2:14][CH2:13][CH2:12][CH2:17][O:16]1. The catalyst class is: 1.